From a dataset of Catalyst prediction with 721,799 reactions and 888 catalyst types from USPTO. Predict which catalyst facilitates the given reaction. (1) Reactant: [H-].[Na+].[CH3:3][O:4][C:5]1[CH:10]=[CH:9][C:8]([CH2:11][OH:12])=[CH:7][CH:6]=1.[Br:13][C:14]1[CH:19]=[CH:18][C:17]([CH2:20]Br)=[C:16]([F:22])[CH:15]=1.C(=O)([O-])O.[Na+]. Product: [Br:13][C:14]1[CH:19]=[CH:18][C:17]([CH2:20][O:12][CH2:11][C:8]2[CH:9]=[CH:10][C:5]([O:4][CH3:3])=[CH:6][CH:7]=2)=[C:16]([F:22])[CH:15]=1. The catalyst class is: 3. (2) The catalyst class is: 3. Product: [CH3:30][O:31][C:32]1[CH:33]=[CH:34][C:35]([CH2:38][C:39]([N:9]2[CH2:10][CH2:11][C:6]3([CH2:5][N:4]([C@H:12]4[C:20]5[C:15](=[CH:16][C:17]([C:21]6[N:22]=[CH:23][C:24]([C:27]([NH2:29])=[O:28])=[N:25][CH:26]=6)=[CH:18][CH:19]=5)[CH2:14][CH2:13]4)[CH2:3]3)[CH2:7][CH2:8]2)=[O:40])=[N:36][CH:37]=1. Reactant: Cl.Cl.[CH2:3]1[C:6]2([CH2:11][CH2:10][NH:9][CH2:8][CH2:7]2)[CH2:5][N:4]1[C@H:12]1[C:20]2[C:15](=[CH:16][C:17]([C:21]3[N:22]=[CH:23][C:24]([C:27]([NH2:29])=[O:28])=[N:25][CH:26]=3)=[CH:18][CH:19]=2)[CH2:14][CH2:13]1.[CH3:30][O:31][C:32]1[CH:33]=[CH:34][C:35]([CH2:38][C:39](O)=[O:40])=[N:36][CH:37]=1.CN(C(ON1N=NC2C=CC=CC1=2)=[N+](C)C)C.F[P-](F)(F)(F)(F)F.C(N(CC)CC)C.